This data is from Full USPTO retrosynthesis dataset with 1.9M reactions from patents (1976-2016). The task is: Predict the reactants needed to synthesize the given product. (1) Given the product [C:1]1([C:30]2[CH:35]=[CH:34][CH:33]=[CH:32][CH:31]=2)[CH:2]=[CH:3][C:4]([C:7]([NH:9][CH:10]([C:51](=[O:58])[C:52]2[CH:53]=[CH:54][CH:55]=[CH:56][CH:57]=2)[CH2:14][CH2:15][O:16][C:17]2[CH:18]=[CH:19][C:20]([O:23][C:24]([CH3:26])([CH3:25])[C:27]([OH:29])=[O:28])=[CH:21][CH:22]=2)=[O:8])=[CH:5][CH:6]=1, predict the reactants needed to synthesize it. The reactants are: [C:1]1([C:30]2[CH:35]=[CH:34][CH:33]=[CH:32][CH:31]=2)[CH:6]=[CH:5][C:4]([C:7]([NH:9][CH:10]([CH2:14][CH2:15][O:16][C:17]2[CH:22]=[CH:21][C:20]([O:23][C:24]([C:27]([OH:29])=[O:28])([CH3:26])[CH3:25])=[CH:19][CH:18]=2)C(O)=O)=[O:8])=[CH:3][CH:2]=1.N1C=CC=CC=1.[C:51](O[C:51](=[O:58])[C:52]1[CH:57]=[CH:56][CH:55]=[CH:54][CH:53]=1)(=[O:58])[C:52]1[CH:57]=[CH:56][CH:55]=[CH:54][CH:53]=1. (2) Given the product [CH3:1][O:3][C:4](=[O:21])[C:5]([CH3:6])([O:7][C:8]1[CH:13]=[CH:12][CH:11]=[C:10]([CH:14]2[CH2:19][CH2:18][CH2:17][NH:16][CH2:15]2)[CH:9]=1)[CH3:20], predict the reactants needed to synthesize it. The reactants are: [CH2:1]([O:3][C:4](=[O:21])[C:5]([CH3:20])([O:7][C:8]1[CH:13]=[CH:12][CH:11]=[C:10]([C:14]2[CH:15]=[N:16][CH:17]=[CH:18][CH:19]=2)[CH:9]=1)[CH3:6])C.Cl.[H][H]. (3) The reactants are: [F:1][C:2]([F:7])([F:6])[C:3]([CH3:5])=O.C1(P(=[CH:27][C:28]([O:30][CH2:31][C:32]2[CH:37]=[CH:36][CH:35]=[CH:34][CH:33]=2)=[O:29])(C2C=CC=CC=2)C2C=CC=CC=2)C=CC=CC=1. Given the product [F:1][C:2]([F:7])([F:6])[C:3]([CH3:5])=[CH:27][C:28]([O:30][CH2:31][C:32]1[CH:33]=[CH:34][CH:35]=[CH:36][CH:37]=1)=[O:29], predict the reactants needed to synthesize it.